Predict the reactants needed to synthesize the given product. From a dataset of Full USPTO retrosynthesis dataset with 1.9M reactions from patents (1976-2016). The reactants are: [CH3:1][C:2]1[C:7]([OH:8])=[CH:6][CH:5]=[CH:4][C:3]=1[OH:9].[C:10](OC(=O)C)(=[O:12])[CH3:11]. Given the product [OH:8][C:7]1[C:2]([CH3:1])=[C:3]([OH:9])[CH:4]=[CH:5][C:6]=1[C:10](=[O:12])[CH3:11], predict the reactants needed to synthesize it.